From a dataset of Forward reaction prediction with 1.9M reactions from USPTO patents (1976-2016). Predict the product of the given reaction. Given the reactants [CH3:1][O:2][C:3]1[C:4]([O:23][CH3:24])=[CH:5][C:6]2[CH2:7][CH:8]3[CH2:22][NH:21][CH2:20][CH2:19][N:9]3[CH:10]([C:13]3[CH:18]=[CH:17][CH:16]=[CH:15][CH:14]=3)[C:11]=2[CH:12]=1.C(N(CC)CC)C.[C:32]([Cl:40])(=[O:39])[C:33]1[CH:38]=[CH:37][CH:36]=[CH:35][CH:34]=1, predict the reaction product. The product is: [ClH:40].[CH3:1][O:2][C:3]1[C:4]([O:23][CH3:24])=[CH:5][C:6]2[CH2:7][CH:8]3[CH2:22][N:21]([C:32](=[O:39])[C:33]4[CH:38]=[CH:37][CH:36]=[CH:35][CH:34]=4)[CH2:20][CH2:19][N:9]3[CH:10]([C:13]3[CH:18]=[CH:17][CH:16]=[CH:15][CH:14]=3)[C:11]=2[CH:12]=1.